From a dataset of Peptide-MHC class II binding affinity with 134,281 pairs from IEDB. Regression. Given a peptide amino acid sequence and an MHC pseudo amino acid sequence, predict their binding affinity value. This is MHC class II binding data. The peptide sequence is SSMMEAMVSRARIDA. The MHC is DRB1_0401 with pseudo-sequence DRB1_0401. The binding affinity (normalized) is 0.186.